From a dataset of Reaction yield outcomes from USPTO patents with 853,638 reactions. Predict the reaction yield, written as a fraction of the theoretical maximum amount of product (1.0 means a 100% yield; for example, 0.34 means a 34% yield). (1) The reactants are CCN(C(C)C)C(C)C.[Cl:10][C:11]1[C:16]([C:17]([OH:19])=O)=[CH:15][CH:14]=[CH:13][N:12]=1.C1C=CC2N(O)N=NC=2C=1.CCN=C=NCCCN(C)C.[O:41]=[C:42]([N:59]1[CH2:64][CH2:63][NH:62][CH2:61][CH2:60]1)[CH2:43][NH:44][C:45]([C:47]1[CH:52]=[CH:51][C:50]([C:53]2[CH:58]=[CH:57][CH:56]=[CH:55][CH:54]=2)=[CH:49][CH:48]=1)=[O:46]. The catalyst is CN(C=O)C.O. The product is [Cl:10][C:11]1[C:16]([C:17]([N:62]2[CH2:61][CH2:60][N:59]([C:42](=[O:41])[CH2:43][NH:44][C:45]([C:47]3[CH:52]=[CH:51][C:50]([C:53]4[CH:58]=[CH:57][CH:56]=[CH:55][CH:54]=4)=[CH:49][CH:48]=3)=[O:46])[CH2:64][CH2:63]2)=[O:19])=[CH:15][CH:14]=[CH:13][N:12]=1. The yield is 0.457. (2) The reactants are [CH3:1][O:2][C:3]1[CH:4]=[C:5]2[C:10](=[CH:11][C:12]=1[O:13][CH3:14])[N:9]=[CH:8][CH:7]=[C:6]2[O:15][C:16]1[C:21]([CH3:22])=[CH:20][C:19]([NH:23][C:24](=O)[CH2:25][O:26][C:27]2[C:32]([CH3:33])=[CH:31][CH:30]=[CH:29][C:28]=2[CH3:34])=[C:18]([CH3:36])[CH:17]=1.Cl.[OH-].[Na+]. The catalyst is O1CCCC1. The product is [CH3:1][O:2][C:3]1[CH:4]=[C:5]2[C:10](=[CH:11][C:12]=1[O:13][CH3:14])[N:9]=[CH:8][CH:7]=[C:6]2[O:15][C:16]1[C:21]([CH3:22])=[CH:20][C:19]([NH:23][CH2:24][CH2:25][O:26][C:27]2[C:32]([CH3:33])=[CH:31][CH:30]=[CH:29][C:28]=2[CH3:34])=[C:18]([CH3:36])[CH:17]=1. The yield is 0.800. (3) The reactants are Br[C:2]1[S:6][C:5]([NH:7][C:8]([NH:10][C:11]2[CH:16]=[CH:15][C:14]([CH3:17])=[CH:13][C:12]=2[C:18]([CH:20]2[CH2:24][CH2:23][CH2:22][CH2:21]2)=[O:19])=[O:9])=[N:4][CH:3]=1.[CH2:25]([O:27][C:28]([C:30]1[N:31]=[C:32]([SH:35])[NH:33][CH:34]=1)=[O:29])[CH3:26]. No catalyst specified. The product is [CH2:25]([O:27][C:28]([C:30]1[N:31]=[C:32]([S:35][C:2]2[S:6][C:5]([NH:7][C:8]([NH:10][C:11]3[CH:16]=[CH:15][C:14]([CH3:17])=[CH:13][C:12]=3[C:18]([CH:20]3[CH2:24][CH2:23][CH2:22][CH2:21]3)=[O:19])=[O:9])=[N:4][CH:3]=2)[NH:33][CH:34]=1)=[O:29])[CH3:26]. The yield is 0.380. (4) The reactants are [CH:1](NC(C)C)([CH3:3])[CH3:2].[Li]CCCC.[CH3:13][O:14][C:15](=[O:33])[CH2:16][CH2:17][C:18]1([C:23]2[CH:28]=[CH:27][CH:26]=[C:25]([C:29]([F:32])([F:31])[F:30])[CH:24]=2)[O:22][CH2:21][CH2:20][O:19]1.C(Br)C=C.CN(P(N(C)C)(N(C)C)=O)C. The catalyst is C1COCC1.CCOC(C)=O. The product is [CH3:13][O:14][C:15](=[O:33])[CH:16]([CH2:17][C:18]1([C:23]2[CH:28]=[CH:27][CH:26]=[C:25]([C:29]([F:31])([F:32])[F:30])[CH:24]=2)[O:22][CH2:21][CH2:20][O:19]1)[CH2:3][CH:1]=[CH2:2]. The yield is 0.590. (5) The reactants are S(O[CH2:12][C:13]1([C:17]([O:19][CH2:20][CH3:21])=[O:18])[CH2:16][CH2:15][CH2:14]1)(C1C=CC(C)=CC=1)(=O)=O.[C-:22]#[N:23].[Na+]. The catalyst is CS(C)=O.O. The product is [C:22]([CH2:12][C:13]1([C:17]([O:19][CH2:20][CH3:21])=[O:18])[CH2:14][CH2:15][CH2:16]1)#[N:23]. The yield is 0.410. (6) The reactants are [F:1][C:2]1[CH:7]=[CH:6][C:5](I)=[CH:4][CH:3]=1.[PH2:9]([O-:11])=[O:10].[NH3+][C:13]1C=CC=C[CH:14]=1.NCCC[Si](OCC)(OCC)OCC.C1(P(C2C=CC=CC=2)CCCP(C2C=CC=CC=2)C2C=CC=CC=2)C=CC=CC=1. The catalyst is C(#N)C.C([O-])(=O)C.[Pd+2].C([O-])(=O)C. The product is [F:1][C:2]1[CH:7]=[CH:6][C:5]([PH:9](=[O:11])[O:10][CH2:13][CH3:14])=[CH:4][CH:3]=1. The yield is 0.480. (7) The reactants are [C:1]([C:4]1[CH:8]=[CH:7][N:6]([CH3:9])[CH:5]=1)(=[O:3])[CH3:2].C[Si]([N-][Si](C)(C)C)(C)C.[Li+].[C:20](OC)(=[O:25])[C:21]([O:23][CH3:24])=[O:22]. No catalyst specified. The product is [CH3:9][N:6]1[CH:7]=[CH:8][C:4]([C:1](=[O:3])[CH2:2][C:20](=[O:25])[C:21]([O:23][CH3:24])=[O:22])=[CH:5]1. The yield is 0.760. (8) The reactants are FC1C=C(F)C=CC=1C1C=C(CN2C(=O)C3=CC=CC=C3C2=O)C(=O)N(CC(C)C)N=1.[C:32]([C:35]1[C:36](=[O:60])[N:37]([CH2:50][CH:51]=[CH:52][C:53]2[CH:58]=[CH:57][C:56]([Cl:59])=[CH:55][CH:54]=2)[N:38]=[C:39]([C:41]2[CH:46]=[CH:45][C:44]([O:47][CH3:48])=[C:43]([F:49])[CH:42]=2)[CH:40]=1)(O)=[O:33]. No catalyst specified. The product is [Cl:59][C:56]1[CH:57]=[CH:58][C:53]([CH:52]=[CH:51][CH2:50][N:37]2[C:36](=[O:60])[C:35]([CH2:32][OH:33])=[CH:40][C:39]([C:41]3[CH:46]=[CH:45][C:44]([O:47][CH3:48])=[C:43]([F:49])[CH:42]=3)=[N:38]2)=[CH:54][CH:55]=1. The yield is 0.170. (9) The reactants are [F:1][C:2]1[CH:7]=[CH:6][CH:5]=[C:4]([F:8])[C:3]=1[C:9]1[C:10]([C:18]2[CH:23]=[CH:22][C:21]([OH:24])=[CH:20][CH:19]=2)=[N:11][N:12]([CH3:17])[C:13]=1[CH:14]=[N:15][OH:16].O.[NH2:26]O.CCOC(C)=O. The catalyst is C(OC(=O)C)(=O)C. The product is [F:8][C:4]1[CH:5]=[CH:6][CH:7]=[C:2]([F:1])[C:3]=1[C:9]1[C:10]([C:18]2[CH:19]=[CH:20][C:21]([OH:24])=[CH:22][CH:23]=2)=[N:11][N:12]([CH3:17])[C:13]=1/[C:14](=[N:15]/[OH:16])/[NH2:26]. The yield is 0.180. (10) The reactants are [O:1]1[CH2:6][CH2:5][CH:4]([S:7]C(=O)C)[CH2:3][CH2:2]1.[OH-].[K+].Br[C:14]([CH3:21])([CH3:20])[C:15]([O:17][CH2:18][CH3:19])=[O:16]. The catalyst is CCO. The product is [CH2:18]([O:17][C:15](=[O:16])[C:14]([CH3:21])([S:7][CH:4]1[CH2:5][CH2:6][O:1][CH2:2][CH2:3]1)[CH3:20])[CH3:19]. The yield is 0.710.